Dataset: Reaction yield outcomes from USPTO patents with 853,638 reactions. Task: Predict the reaction yield, written as a fraction of the theoretical maximum amount of product (1.0 means a 100% yield; for example, 0.34 means a 34% yield). (1) The reactants are CC1(C)[O:6][C@@H:5]([CH2:7][O:8][C:9]2[C:13]([CH3:14])=[C:12]([NH:15][C:16]([NH:18][C@@H:19]3[C@@H:23]([C:24]4[CH:29]=[CH:28][CH:27]=[CH:26][CH:25]=4)[CH2:22][N:21]([CH2:30][C:31]([F:34])([F:33])[F:32])[CH2:20]3)=[O:17])[N:11]([C:35]3[CH:40]=[CH:39][CH:38]=[CH:37][CH:36]=3)[N:10]=2)[CH2:4][O:3]1.Cl.CCN(C(C)C)C(C)C. The catalyst is CC(O)C. The product is [OH:6][C@H:5]([CH2:4][OH:3])[CH2:7][O:8][C:9]1[C:13]([CH3:14])=[C:12]([NH:15][C:16]([NH:18][C@@H:19]2[C@@H:23]([C:24]3[CH:29]=[CH:28][CH:27]=[CH:26][CH:25]=3)[CH2:22][N:21]([CH2:30][C:31]([F:32])([F:34])[F:33])[CH2:20]2)=[O:17])[N:11]([C:35]2[CH:36]=[CH:37][CH:38]=[CH:39][CH:40]=2)[N:10]=1. The yield is 0.900. (2) The reactants are [C:1]([N:5]1[C:9]2[N:10]=[C:11]([NH:14][C:15](=[O:23])[C:16]3[CH:21]=[CH:20][C:19]([CH3:22])=[CH:18][CH:17]=3)[N:12]=[CH:13][C:8]=2[CH:7]=[CH:6]1)([CH3:4])([CH3:3])[CH3:2].C1C(=O)N([I:31])C(=O)C1. The catalyst is C1COCC1. The product is [C:1]([N:5]1[C:9]2[N:10]=[C:11]([NH:14][C:15](=[O:23])[C:16]3[CH:17]=[CH:18][C:19]([CH3:22])=[CH:20][CH:21]=3)[N:12]=[CH:13][C:8]=2[C:7]([I:31])=[CH:6]1)([CH3:4])([CH3:3])[CH3:2]. The yield is 0.590. (3) The reactants are [NH2:1][C:2]1[CH:7]=[CH:6][C:5]([CH2:8][CH2:9][CH2:10][C:11]([OH:13])=[O:12])=[CH:4][CH:3]=1.Cl.[C:15]([O-])(O)=O.[Na+].C([O-])([O-])=O.[Na+].[Na+]. The product is [CH3:15][O:12][C:11](=[O:13])[CH2:10][CH2:9][CH2:8][C:5]1[CH:4]=[CH:3][C:2]([NH2:1])=[CH:7][CH:6]=1. The yield is 0.910. The catalyst is CO. (4) The reactants are C([N:8]1[CH2:16][CH2:15][CH:14]2[N:17]([C:18](=[O:21])[CH2:19][CH3:20])[CH:10]([CH2:11][CH2:12][CH2:13]2)[CH2:9]1)(OC(C)(C)C)=O.FC(F)(F)C(O)=O. The catalyst is ClCCl. The product is [C:18]([N:17]1[CH:14]2[CH2:13][CH2:12][CH2:11][CH:10]1[CH2:9][NH:8][CH2:16][CH2:15]2)(=[O:21])[CH2:19][CH3:20]. The yield is 1.00. (5) The product is [CH3:17][C:18]1[C:22](=[O:23])[CH2:21][CH2:20][C:19]=1[C:2]1[CH:3]=[CH:4][CH:5]=[C:6]2[C:11]=1[N:10]=[CH:9][CH:8]=[CH:7]2. The yield is 0.749. The reactants are Br[C:2]1[CH:3]=[CH:4][CH:5]=[C:6]2[C:11]=1[N:10]=[CH:9][CH:8]=[CH:7]2.C([Li])CCC.[CH3:17][C:18]1[C:19](=O)[CH2:20][CH2:21][C:22]=1[O:23][Si](C)(C)C.Cl.N. The catalyst is O1CCCC1.